From a dataset of Peptide-MHC class I binding affinity with 185,985 pairs from IEDB/IMGT. Regression. Given a peptide amino acid sequence and an MHC pseudo amino acid sequence, predict their binding affinity value. This is MHC class I binding data. The peptide sequence is TYPVLEEMF. The MHC is HLA-B45:01 with pseudo-sequence HLA-B45:01. The binding affinity (normalized) is 0.